From a dataset of Catalyst prediction with 721,799 reactions and 888 catalyst types from USPTO. Predict which catalyst facilitates the given reaction. Reactant: C([O:8][C:9]1[CH:10]=[CH:11][C:12]([C@@H:20]([OH:47])[CH2:21][NH:22][CH2:23][CH2:24][C:25]2[CH:26]=[C:27]([NH:31][C:32]([NH:34][C:35]3[CH:40]=[CH:39][CH:38]=[CH:37][C:36]=3[C:41]3[CH:46]=[CH:45][CH:44]=[CH:43][CH:42]=3)=[O:33])[CH:28]=[CH:29][CH:30]=2)=[C:13]2[C:18]=1[NH:17][C:16](=[O:19])[CH:15]=[CH:14]2)C1C=CC=CC=1. Product: [C:36]1([C:41]2[CH:46]=[CH:45][CH:44]=[CH:43][CH:42]=2)[CH:37]=[CH:38][CH:39]=[CH:40][C:35]=1[NH:34][C:32]([NH:31][C:27]1[CH:28]=[CH:29][CH:30]=[C:25]([CH2:24][CH2:23][NH:22][CH2:21][C@H:20]([OH:47])[C:12]2[CH:11]=[CH:10][C:9]([OH:8])=[C:18]3[C:13]=2[CH:14]=[CH:15][C:16](=[O:19])[NH:17]3)[CH:26]=1)=[O:33]. The catalyst class is: 45.